Dataset: Reaction yield outcomes from USPTO patents with 853,638 reactions. Task: Predict the reaction yield, written as a fraction of the theoretical maximum amount of product (1.0 means a 100% yield; for example, 0.34 means a 34% yield). (1) The reactants are Br[C:2]1[CH:3]=[CH:4][C:5]2[O:11][CH2:10][CH2:9][N:8]3[C:12]([CH2:18][O:19][C:20]4[CH:25]=[CH:24][CH:23]=[CH:22][C:21]=4[F:26])=[C:13]([C:15]([NH2:17])=[O:16])[N:14]=[C:7]3[C:6]=2[CH:27]=1.BrC1C=CC2OCCN3C(CN4C=CN=C4C)=C(C(N)=O)N=C3C=2C=1.FC1C=CC=CC=1O.[CH3:61][C:62]([OH:66])([C:64]#[CH:65])[CH3:63]. The product is [F:26][C:21]1[CH:22]=[CH:23][CH:24]=[CH:25][C:20]=1[O:19][CH2:18][C:12]1[N:8]2[CH2:9][CH2:10][O:11][C:5]3[CH:4]=[CH:3][C:2]([C:65]#[C:64][C:62]([OH:66])([CH3:63])[CH3:61])=[CH:27][C:6]=3[C:7]2=[N:14][C:13]=1[C:15]([NH2:17])=[O:16]. No catalyst specified. The yield is 0.0600. (2) The reactants are C(OC([N:8]1[C:16]2[C:11](=[CH:12][C:13]([N:17](C(OC(C)(C)C)=O)[C:18]3[CH:23]=[CH:22][N:21]=[C:20]([C:24]4[CH:29]=[CH:28][CH:27]=[C:26]([O:30][CH:31]5[CH2:35][CH2:34][N:33](C(OC(C)(C)C)=O)[CH2:32]5)[CH:25]=4)[N:19]=3)=[CH:14][CH:15]=2)[CH:10]=[N:9]1)=O)(C)(C)C.Cl.O. The catalyst is [OH-].[Na+]. The product is [NH:33]1[CH2:34][CH2:35][CH:31]([O:30][C:26]2[CH:25]=[C:24]([C:20]3[N:19]=[C:18]([NH:17][C:13]4[CH:12]=[C:11]5[C:16](=[CH:15][CH:14]=4)[NH:8][N:9]=[CH:10]5)[CH:23]=[CH:22][N:21]=3)[CH:29]=[CH:28][CH:27]=2)[CH2:32]1. The yield is 0.625.